Predict which catalyst facilitates the given reaction. From a dataset of Catalyst prediction with 721,799 reactions and 888 catalyst types from USPTO. Reactant: [N:1]1([C:10]2[CH:15]=[CH:14][C:13]([CH2:16][C:17]([OH:19])=O)=[CH:12][CH:11]=2)[C:5]2[CH:6]=[CH:7][CH:8]=[CH:9][C:4]=2[N:3]=[CH:2]1.[NH2:20][C:21]1[CH:26]=[CH:25][C:24]([C:27]2[CH:32]=[CH:31][C:30]([C:33]#[N:34])=[CH:29][CH:28]=2)=[C:23]([C:35]([F:38])([F:37])[F:36])[CH:22]=1. Product: [N:1]1([C:10]2[CH:11]=[CH:12][C:13]([CH2:16][C:17]([NH:20][C:21]3[CH:22]=[C:23]([C:35]([F:36])([F:37])[F:38])[C:24]([C:27]4[CH:32]=[CH:31][C:30]([C:33]#[N:34])=[CH:29][CH:28]=4)=[CH:25][CH:26]=3)=[O:19])=[CH:14][CH:15]=2)[C:5]2[CH:6]=[CH:7][CH:8]=[CH:9][C:4]=2[N:3]=[CH:2]1. The catalyst class is: 61.